This data is from Forward reaction prediction with 1.9M reactions from USPTO patents (1976-2016). The task is: Predict the product of the given reaction. (1) Given the reactants [N:1]1([C:7]2[CH:12]=[CH:11][CH:10]=[CH:9][C:8]=2[NH:13][C:14]([C:16]2[O:17][C:18]([C:21]#[N:22])=[CH:19][CH:20]=2)=[O:15])[CH2:6][CH2:5][CH2:4][CH2:3][CH2:2]1, predict the reaction product. The product is: [O:15]=[C:14]1[C:16]2[O:17][C:18]([C:21]#[N:22])=[CH:19][C:20]=2[C:9]2[CH:10]=[CH:11][CH:12]=[C:7]([N:1]3[CH2:6][CH2:5][CH2:4][CH2:3][CH2:2]3)[C:8]=2[NH:13]1. (2) Given the reactants Br[CH2:2][C:3]1[CH:8]=[CH:7][C:6]([O:9][C:10]([F:13])([F:12])[F:11])=[CH:5][CH:4]=1.C(Cl)Cl.[C:17]1([C:23](=[N:30][CH2:31][C:32]([O:34][C:35]([CH3:38])([CH3:37])[CH3:36])=[O:33])[C:24]2[CH:29]=[CH:28][CH:27]=[CH:26][CH:25]=2)[CH:22]=[CH:21][CH:20]=[CH:19][CH:18]=1.[OH-].[Na+], predict the reaction product. The product is: [C:17]1([C:23](=[N:30][CH:31]([CH2:2][C:3]2[CH:8]=[CH:7][C:6]([O:9][C:10]([F:13])([F:12])[F:11])=[CH:5][CH:4]=2)[C:32]([O:34][C:35]([CH3:38])([CH3:37])[CH3:36])=[O:33])[C:24]2[CH:25]=[CH:26][CH:27]=[CH:28][CH:29]=2)[CH:18]=[CH:19][CH:20]=[CH:21][CH:22]=1. (3) The product is: [N:1]1[CH:2]=[CH:3][C:4](/[CH:7]=[CH:8]/[C:9]2[CH:10]=[N:11][CH:12]=[C:13]([CH:19]=2)[C:14]([OH:16])=[O:15])=[CH:5][CH:6]=1. Given the reactants [N:1]1[CH:6]=[CH:5][C:4](/[CH:7]=[CH:8]/[C:9]2[CH:10]=[N:11][CH:12]=[C:13]([CH:19]=2)[C:14]([O:16]CC)=[O:15])=[CH:3][CH:2]=1.O[Li].O, predict the reaction product.